This data is from NCI-60 drug combinations with 297,098 pairs across 59 cell lines. The task is: Regression. Given two drug SMILES strings and cell line genomic features, predict the synergy score measuring deviation from expected non-interaction effect. Drug 1: C1=CC(=CC=C1CCCC(=O)O)N(CCCl)CCCl. Drug 2: CCC1(CC2CC(C3=C(CCN(C2)C1)C4=CC=CC=C4N3)(C5=C(C=C6C(=C5)C78CCN9C7C(C=CC9)(C(C(C8N6C)(C(=O)OC)O)OC(=O)C)CC)OC)C(=O)OC)O.OS(=O)(=O)O. Cell line: HS 578T. Synergy scores: CSS=43.4, Synergy_ZIP=-4.66, Synergy_Bliss=-2.51, Synergy_Loewe=-3.86, Synergy_HSA=-1.83.